From a dataset of Catalyst prediction with 721,799 reactions and 888 catalyst types from USPTO. Predict which catalyst facilitates the given reaction. (1) Reactant: [CH2:1]([NH:5][C:6]([NH:8][CH2:9][C:10]([N:12]1[CH2:29][CH2:28][C:15]2([CH2:20][CH2:19][CH2:18][N:17](C(OC(C)(C)C)=O)[CH2:16]2)[CH2:14][CH2:13]1)=[O:11])=[O:7])[CH:2]([CH3:4])[CH3:3].Cl. Product: [CH2:20]1[C:15]2([CH2:28][CH2:29][N:12]([C:10](=[O:11])[CH2:9][NH:8][C:6]([NH:5][CH2:1][CH:2]([CH3:3])[CH3:4])=[O:7])[CH2:13][CH2:14]2)[CH2:16][NH:17][CH2:18][CH2:19]1. The catalyst class is: 12. (2) Reactant: [CH3:1][C:2]1[O:6][N:5]=[C:4]([C:7](Cl)=[O:8])[CH:3]=1.[NH2:10][C:11]1[CH:16]=[CH:15][C:14]([C:17]2[C:25]3[C:20](=[N:21][CH:22]=[N:23][C:24]=3[NH2:26])[N:19]([C@H:27]3[CH2:32][CH2:31][C@@H:30]([N:33]4[CH2:38][CH2:37][N:36]([CH3:39])[CH2:35][CH2:34]4)[CH2:29][CH2:28]3)[N:18]=2)=[CH:13][C:12]=1[O:40][CH3:41]. Product: [NH2:26][C:24]1[N:23]=[CH:22][N:21]=[C:20]2[N:19]([C@H:27]3[CH2:32][CH2:31][C@@H:30]([N:33]4[CH2:34][CH2:35][N:36]([CH3:39])[CH2:37][CH2:38]4)[CH2:29][CH2:28]3)[N:18]=[C:17]([C:14]3[CH:15]=[CH:16][C:11]([NH:10][C:7]([C:4]4[CH:3]=[C:2]([CH3:1])[O:6][N:5]=4)=[O:8])=[C:12]([O:40][CH3:41])[CH:13]=3)[C:25]=12. The catalyst class is: 17. (3) Reactant: O.[OH-].[Na+].[CH3:4][CH:5]([CH3:29])[CH2:6][NH:7][C:8]1[C:17]2[C:12](=[CH:13][CH:14]=[CH:15][CH:16]=2)[N:11]=[CH:10][C:9]=1[NH:18][C:19](=O)[CH2:20][CH2:21][C:22]1([CH3:27])[O:26][CH2:25][CH2:24][O:23]1. Product: [CH3:4][CH:5]([CH3:29])[CH2:6][N:7]1[C:8]2[C:17]3[CH:16]=[CH:15][CH:14]=[CH:13][C:12]=3[N:11]=[CH:10][C:9]=2[N:18]=[C:19]1[CH2:20][CH2:21][C:22]1([CH3:27])[O:26][CH2:25][CH2:24][O:23]1. The catalyst class is: 8. (4) Reactant: OS(O)(=O)=O.[CH3:6][C:7]([C:22]1[CH:27]=[CH:26][CH:25]=[CH:24][CH:23]=1)([CH3:21])[C:8]([CH:10]([C:16]([O:18]CC)=O)[C:11]([O:13][CH2:14][CH3:15])=[O:12])=[O:9]. Product: [OH:18][C:16]1[C:23]2[C:22](=[CH:27][CH:26]=[CH:25][CH:24]=2)[C:7]([CH3:21])([CH3:6])[C:8](=[O:9])[C:10]=1[C:11]([O:13][CH2:14][CH3:15])=[O:12]. The catalyst class is: 25. (5) Reactant: [Cl-].[CH3:2][O:3][CH2:4][P+](C1C=CC=CC=1)(C1C=CC=CC=1)C1C=CC=CC=1.[CH2:24]([O:28][C:29](=[O:51])[C:30]([C:33]1[CH:42]=[C:41]2[C:36]([C@@H:37]3[CH2:48][C:47](=O)[CH2:46][CH2:45][C@H:38]3[C:39]([CH3:44])([CH3:43])[O:40]2)=[C:35](O)[CH:34]=1)([CH3:32])[CH3:31])[CH2:25][CH2:26][CH3:27]. Product: [CH3:2][O:3][CH:4]=[C:45]1[C@@H:38]2[C:39]([CH3:43])([CH3:44])[O:40][C:41]3[C:36]([C@H:37]2[CH2:48][CH2:47][CH2:46]1)=[CH:35][CH:34]=[C:33]([C:30]([CH3:31])([CH3:32])[C:29]([O:28][CH2:24][CH2:25][CH2:26][CH3:27])=[O:51])[CH:42]=3. The catalyst class is: 48. (6) Reactant: CC1(C)C(C)(C)OB([C:9]2[CH:10]=[C:11]3[C:15](=[CH:16][CH:17]=2)[C:14](=[O:18])[O:13][CH2:12]3)O1.C(=O)([O-])[O-].[Cs+].[Cs+].Br[C:27]1[CH:32]=[CH:31][C:30]([O:33][CH3:34])=[C:29]([O:35][CH2:36][CH:37]2[CH2:39][CH2:38]2)[C:28]=1[O:40][CH3:41]. Product: [CH:37]1([CH2:36][O:35][C:29]2[C:28]([O:40][CH3:41])=[C:27]([C:9]3[CH:10]=[C:11]4[C:15](=[CH:16][CH:17]=3)[C:14](=[O:18])[O:13][CH2:12]4)[CH:32]=[CH:31][C:30]=2[O:33][CH3:34])[CH2:38][CH2:39]1. The catalyst class is: 77.